The task is: Predict the reaction yield, written as a fraction of the theoretical maximum amount of product (1.0 means a 100% yield; for example, 0.34 means a 34% yield).. This data is from Reaction yield outcomes from USPTO patents with 853,638 reactions. (1) The reactants are C[O:2][C:3]([C@@H:5]1[C@@H:11]([C:12]2[CH:17]=[CH:16][C:15]([O:18][CH2:19][CH2:20][O:21][C:22]3[C:27]([Cl:28])=[CH:26][C:25]([CH3:29])=[CH:24][C:23]=3[Cl:30])=[CH:14][CH:13]=2)[CH2:10][C@H:9]2[N:31]([C:32]([O:34][C:35]([CH3:38])([CH3:37])[CH3:36])=[O:33])[C@@H:6]1[CH2:7][CH2:8]2)=[O:4].[OH-].[Na+]. The catalyst is CCO. The product is [C:35]([O:34][C:32]([N:31]1[C@H:9]2[CH2:8][CH2:7][C@@H:6]1[C@H:5]([C:3]([OH:4])=[O:2])[C@@H:11]([C:12]1[CH:13]=[CH:14][C:15]([O:18][CH2:19][CH2:20][O:21][C:22]3[C:23]([Cl:30])=[CH:24][C:25]([CH3:29])=[CH:26][C:27]=3[Cl:28])=[CH:16][CH:17]=1)[CH2:10]2)=[O:33])([CH3:38])([CH3:36])[CH3:37]. The yield is 0.980. (2) The reactants are [C:1]([O:5][C:6](=[O:45])[NH:7][C@:8]([CH3:44])([C:23]1[CH:32]=[CH:31][C:30]2[C:25](=[CH:26][CH:27]=[C:28]([O:33][C@H:34]3[CH2:39][CH2:38][C@H:37]([C:40]([F:43])([F:42])[F:41])[CH2:36][CH2:35]3)[CH:29]=2)[CH:24]=1)[CH2:9][O:10][P:11]([O:18][C:19]([CH3:22])([CH3:21])[CH3:20])([O:13][C:14]([CH3:17])([CH3:16])[CH3:15])=[O:12])([CH3:4])([CH3:3])[CH3:2].C(OC(=O)N[C@](C)(C1C=CC2C(=CC=C(O[C@H]3CC[C@H]([C:66]([F:69])([F:68])[F:67])CC3)C=2[C:66]([F:69])([F:68])[F:67])C=1)CO)(C)(C)C. No catalyst specified. The product is [C:1]([O:5][C:6](=[O:45])[NH:7][C@:8]([CH3:44])([C:23]1[CH:32]=[CH:31][C:30]2[C:25](=[CH:26][CH:27]=[C:28]([O:33][C@H:34]3[CH2:35][CH2:36][C@H:37]([C:40]([F:41])([F:42])[F:43])[CH2:38][CH2:39]3)[C:29]=2[C:66]([F:69])([F:68])[F:67])[CH:24]=1)[CH2:9][O:10][P:11]([O:18][C:19]([CH3:22])([CH3:21])[CH3:20])([O:13][C:14]([CH3:15])([CH3:16])[CH3:17])=[O:12])([CH3:2])([CH3:3])[CH3:4]. The yield is 0.820. (3) The reactants are [CH3:1][C:2]1[CH:11]=[CH:10][C:9]2[C:4](=[CH:5][CH:6]=[C:7]([C:12]([OH:14])=O)[CH:8]=2)[N:3]=1.CN(C(ON1N=NC2C=CC=NC1=2)=[N+](C)C)C.F[P-](F)(F)(F)(F)F.[NH2:39][CH2:40][C@@H:41]([OH:53])[CH2:42][N:43]1[CH2:52][CH2:51][C:50]2[C:45](=[CH:46][CH:47]=[CH:48][CH:49]=2)[CH2:44]1. The catalyst is C(Cl)Cl. The product is [CH2:44]1[C:45]2[C:50](=[CH:49][CH:48]=[CH:47][CH:46]=2)[CH2:51][CH2:52][N:43]1[CH2:42][C@H:41]([OH:53])[CH2:40][NH:39][C:12]([C:7]1[CH:8]=[C:9]2[C:4](=[CH:5][CH:6]=1)[N:3]=[C:2]([CH3:1])[CH:11]=[CH:10]2)=[O:14]. The yield is 0.290.